Dataset: NCI-60 drug combinations with 297,098 pairs across 59 cell lines. Task: Regression. Given two drug SMILES strings and cell line genomic features, predict the synergy score measuring deviation from expected non-interaction effect. (1) Drug 2: CCC1(CC2CC(C3=C(CCN(C2)C1)C4=CC=CC=C4N3)(C5=C(C=C6C(=C5)C78CCN9C7C(C=CC9)(C(C(C8N6C=O)(C(=O)OC)O)OC(=O)C)CC)OC)C(=O)OC)O.OS(=O)(=O)O. Cell line: K-562. Drug 1: CC1C(C(=O)NC(C(=O)N2CCCC2C(=O)N(CC(=O)N(C(C(=O)O1)C(C)C)C)C)C(C)C)NC(=O)C3=C4C(=C(C=C3)C)OC5=C(C(=O)C(=C(C5=N4)C(=O)NC6C(OC(=O)C(N(C(=O)CN(C(=O)C7CCCN7C(=O)C(NC6=O)C(C)C)C)C)C(C)C)C)N)C. Synergy scores: CSS=31.1, Synergy_ZIP=0.612, Synergy_Bliss=1.76, Synergy_Loewe=-7.46, Synergy_HSA=2.99. (2) Drug 1: C1CCC(CC1)NC(=O)N(CCCl)N=O. Drug 2: CCN(CC)CCCC(C)NC1=C2C=C(C=CC2=NC3=C1C=CC(=C3)Cl)OC. Cell line: MOLT-4. Synergy scores: CSS=72.5, Synergy_ZIP=8.23, Synergy_Bliss=8.76, Synergy_Loewe=8.75, Synergy_HSA=9.74.